This data is from Catalyst prediction with 721,799 reactions and 888 catalyst types from USPTO. The task is: Predict which catalyst facilitates the given reaction. Reactant: C(N(CC)CC)C.[CH3:8][N:9]([CH3:17])[CH:10]=[CH:11][C:12]([O:14][CH2:15][CH3:16])=[O:13].[F:18][C:19]1[CH:27]=[C:26]([F:28])[C:25]([F:29])=[CH:24][C:20]=1[C:21](Cl)=[O:22]. Product: [CH3:8][N:9]([CH3:17])[CH:10]=[C:11]([C:21](=[O:22])[C:20]1[CH:24]=[C:25]([F:29])[C:26]([F:28])=[CH:27][C:19]=1[F:18])[C:12]([O:14][CH2:15][CH3:16])=[O:13]. The catalyst class is: 11.